From a dataset of Full USPTO retrosynthesis dataset with 1.9M reactions from patents (1976-2016). Predict the reactants needed to synthesize the given product. The reactants are: Cl.[C:2]([CH2:4][NH:5][C:6]([C@@H:8]1[CH2:12][C@@H:11]([S:13]([C:16]2[CH:21]=[CH:20][CH:19]=[CH:18][C:17]=2[Cl:22])(=[O:15])=[O:14])[CH2:10][NH:9]1)=[O:7])#[N:3].[C:23]1([CH:29](O)[C:30]([F:33])([F:32])[F:31])[CH:28]=[CH:27][CH:26]=[CH:25][CH:24]=1. Given the product [C:2]([CH2:4][NH:5][C:6]([C@@H:8]1[CH2:12][C@@H:11]([S:13]([C:16]2[CH:21]=[CH:20][CH:19]=[CH:18][C:17]=2[Cl:22])(=[O:14])=[O:15])[CH2:10][N:9]1[CH:29]([C:23]1[CH:28]=[CH:27][CH:26]=[CH:25][CH:24]=1)[C:30]([F:32])([F:31])[F:33])=[O:7])#[N:3], predict the reactants needed to synthesize it.